This data is from Retrosynthesis with 50K atom-mapped reactions and 10 reaction types from USPTO. The task is: Predict the reactants needed to synthesize the given product. Given the product CC1(C)CC(O)C(=NO)c2ccccc21, predict the reactants needed to synthesize it. The reactants are: CC1(C)CC(O)C(=O)c2ccccc21.NO.